Dataset: Catalyst prediction with 721,799 reactions and 888 catalyst types from USPTO. Task: Predict which catalyst facilitates the given reaction. (1) Reactant: [CH3:1][O:2][C:3]1[CH:8]=[CH:7][C:6]([C:9]2[C:13]([CH3:14])=[N:12][N:11](COCC[Si](C)(C)C)[C:10]=2[C:23]2[CH:28]=[C:27]([CH3:29])[N:26]=[C:25]([NH2:30])[N:24]=2)=[CH:5][CH:4]=1.B(Cl)(Cl)Cl.COC.C([O-])(O)=O.[Na+]. Product: [CH3:1][O:2][C:3]1[CH:8]=[CH:7][C:6]([C:9]2[C:13]([CH3:14])=[N:12][NH:11][C:10]=2[C:23]2[CH:28]=[C:27]([CH3:29])[N:26]=[C:25]([NH2:30])[N:24]=2)=[CH:5][CH:4]=1. The catalyst class is: 4. (2) Reactant: [Cl:1][C:2]1[CH:3]=[C:4]([C:25](=[O:37])[NH:26][CH2:27][C:28]2[C:29](=[O:36])[NH:30][C:31]([CH3:35])=[CH:32][C:33]=2[CH3:34])[C:5]([CH3:24])=[C:6]([N:8]([CH2:22][CH3:23])[CH:9]2[CH2:14][CH2:13][N:12](C(OC(C)(C)C)=O)[CH2:11][CH2:10]2)[CH:7]=1.Cl.O.C(Cl)Cl. Product: [Cl:1][C:2]1[CH:7]=[C:6]([N:8]([CH2:22][CH3:23])[CH:9]2[CH2:14][CH2:13][NH:12][CH2:11][CH2:10]2)[C:5]([CH3:24])=[C:4]([CH:3]=1)[C:25]([NH:26][CH2:27][C:28]1[C:29](=[O:36])[NH:30][C:31]([CH3:35])=[CH:32][C:33]=1[CH3:34])=[O:37]. The catalyst class is: 12. (3) Reactant: [N:1]12[CH2:8][CH2:7][CH:4]([CH2:5][CH2:6]1)[C@@H:3]([O:9][C:10](=[O:18])[C:11](=[O:17])[C:12]1[S:13][CH:14]=[CH:15][CH:16]=1)[CH2:2]2.[CH:19]1([Mg]Cl)[CH2:23][CH2:22][CH2:21][CH2:20]1. The catalyst class is: 28. Product: [CH:19]1([C:11]([OH:17])([C:12]2[S:13][CH:14]=[CH:15][CH:16]=2)[C:10]([O:9][C@@H:3]2[CH:4]3[CH2:7][CH2:8][N:1]([CH2:6][CH2:5]3)[CH2:2]2)=[O:18])[CH2:23][CH2:22][CH2:21][CH2:20]1.